Dataset: Forward reaction prediction with 1.9M reactions from USPTO patents (1976-2016). Task: Predict the product of the given reaction. (1) Given the reactants CC1C=CC(CN)=CC=1.[CH3:10][C:11]1[CH:34]=[CH:33][C:14]([CH2:15][NH:16][C:17]2[C:18]([NH2:32])=[CH:19][CH:20]=[C:21]([O:23][CH2:24][C:25]3[CH:30]=[CH:29][C:28]([CH3:31])=[CH:27][N:26]=3)[CH:22]=2)=[CH:13][CH:12]=1.[CH3:35][C:36]1([CH3:44])[C@@H:41]2[C@H:37]1[C:38](=[O:43])[O:39][C:40]2=O, predict the reaction product. The product is: [CH3:35][C:36]1([CH3:44])[C@H:41]([C:40]2[N:16]([CH2:15][C:14]3[CH:13]=[CH:12][C:11]([CH3:10])=[CH:34][CH:33]=3)[C:17]3[CH:22]=[C:21]([O:23][CH2:24][C:25]4[CH:30]=[CH:29][C:28]([CH3:31])=[CH:27][N:26]=4)[CH:20]=[CH:19][C:18]=3[N:32]=2)[C@@H:37]1[C:38]([OH:43])=[O:39]. (2) Given the reactants CC(C)(C)C([O:5][CH2:6][C@@H:7]([NH:22][C:23]([O:25][C:26]([CH3:29])([CH3:28])[CH3:27])=[O:24])[C@H:8]([C:12]1[CH:17]=[CH:16][C:15]([C:18]([F:21])([F:20])[F:19])=[CH:14][CH:13]=1)[CH2:9][S:10][CH3:11])=O.[Li+].[B-](CC)(CC)CC, predict the reaction product. The product is: [OH:5][CH2:6][C@@H:7]([NH:22][C:23](=[O:24])[O:25][C:26]([CH3:28])([CH3:27])[CH3:29])[C@H:8]([C:12]1[CH:13]=[CH:14][C:15]([C:18]([F:21])([F:20])[F:19])=[CH:16][CH:17]=1)[CH2:9][S:10][CH3:11].